Dataset: Forward reaction prediction with 1.9M reactions from USPTO patents (1976-2016). Task: Predict the product of the given reaction. (1) The product is: [Cl:41][C:38]1[CH:39]=[CH:40][C:35]([NH:34][C:32](=[O:33])[C:31]2[CH:48]=[CH:49][C:28]([CH2:27][S:88]([CH2:54][CH2:53][N:52]([CH3:56])[CH3:51])(=[O:90])=[O:87])=[CH:29][CH:30]=2)=[CH:36][C:37]=1[C:42]1[CH:47]=[CH:46][CH:45]=[CH:44][N:43]=1. Given the reactants ClC1C=CC(N)=CC=1C1C=CC=CN=1.BrCC1C=CC(C(O)=O)=CC=1.Br[CH2:27][C:28]1[CH:49]=[CH:48][C:31]([C:32]([NH:34][C:35]2[CH:40]=[CH:39][C:38]([Cl:41])=[C:37]([C:42]3[CH:47]=[CH:46][CH:45]=[CH:44][N:43]=3)[CH:36]=2)=[O:33])=[CH:30][CH:29]=1.Cl.[CH3:51][N:52]([CH3:56])[CH2:53][CH2:54]S.ClC1C=CC(NC(=O)C2C=CC(CSCCN(C)C)=CC=2)=CC=1C1C=CC=CN=1.O[O:87][S:88]([O-:90])=O.[K+], predict the reaction product. (2) Given the reactants [CH3:1][C:2]1([CH3:20])[CH2:7][CH2:6][CH:5]([C:8]2[CH:13]=[CH:12][CH:11]=[CH:10][C:9]=2[N:14]2[CH2:19][CH2:18][NH:17][CH2:16][CH2:15]2)[CH2:4][CH2:3]1.[O:21]1[CH:25]=[CH:24][C:23]([CH:26]=O)=[CH:22]1.C(O[BH-](OC(=O)C)OC(=O)C)(=O)C.[Na+].C(=O)([O-])O.[Na+], predict the reaction product. The product is: [CH3:1][C:2]1([CH3:20])[CH2:3][CH2:4][CH:5]([C:8]2[CH:13]=[CH:12][CH:11]=[CH:10][C:9]=2[N:14]2[CH2:19][CH2:18][N:17]([CH2:26][C:23]3[CH:24]=[CH:25][O:21][CH:22]=3)[CH2:16][CH2:15]2)[CH2:6][CH2:7]1. (3) Given the reactants Br[C:2]1[CH:3]=[C:4]2[C:9](=[CH:10][CH:11]=1)[N:8]=[CH:7][C:6]([N:12]1[CH2:16][CH2:15][CH2:14][C:13]1=[O:17])=[C:5]2[O:18][CH3:19].[F:20][C:21]1[C:22]2[N:23]([C:33]([SH:36])=[N:34][N:35]=2)[CH:24]=[C:25]([C:27]2[CH:28]=[N:29][N:30]([CH3:32])[CH:31]=2)[CH:26]=1.C1(P(C2C=CC=CC=2)C2C3OC4C(=CC=CC=4P(C4C=CC=CC=4)C4C=CC=CC=4)C(C)(C)C=3C=CC=2)C=CC=CC=1.CC(C)([O-])C.[Na+], predict the reaction product. The product is: [F:20][C:21]1[C:22]2[N:23]([C:33]([S:36][C:2]3[CH:3]=[C:4]4[C:9](=[CH:10][CH:11]=3)[N:8]=[CH:7][C:6]([N:12]3[CH2:16][CH2:15][CH2:14][C:13]3=[O:17])=[C:5]4[O:18][CH3:19])=[N:34][N:35]=2)[CH:24]=[C:25]([C:27]2[CH:28]=[N:29][N:30]([CH3:32])[CH:31]=2)[CH:26]=1. (4) Given the reactants [C:1]1(B(O)O)[CH:6]=[CH:5][CH:4]=[CH:3][CH:2]=1.[C:10]1([C:33]2[CH:38]=[CH:37][CH:36]=[CH:35][CH:34]=2)[CH:15]=[CH:14][C:13]([N:16]2[C:29]3[C:24](=[CH:25][CH:26]=[CH:27][CH:28]=3)[C:23]([CH3:31])([CH3:30])[C:22]3[CH:21]=[C:20](Cl)[CH:19]=[CH:18][C:17]2=3)=[CH:12][CH:11]=1.[F-].[Cs+], predict the reaction product. The product is: [C:10]1([C:33]2[CH:38]=[CH:37][CH:36]=[CH:35][CH:34]=2)[CH:15]=[CH:14][C:13]([N:16]2[C:29]3[C:24](=[CH:25][CH:26]=[CH:27][CH:28]=3)[C:23]([CH3:31])([CH3:30])[C:22]3[CH:21]=[C:20]([C:1]4[CH:6]=[CH:5][CH:4]=[CH:3][CH:2]=4)[CH:19]=[CH:18][C:17]2=3)=[CH:12][CH:11]=1. (5) The product is: [Cl:3][C:4]1[C:12]2[N:11]=[C:10]3[N:13]([C:17]4[CH:22]=[CH:21][C:20]([Cl:23])=[CH:19][C:18]=4[C:24]([F:25])([F:27])[F:26])[CH2:14][CH2:15][CH2:16][N:9]3[C:8]=2[C:7]([C:28]([CH2:31][CH3:32])([O:33][CH3:34])[CH2:29][CH3:30])=[CH:6][CH:5]=1. Given the reactants [H-].[Na+].[Cl:3][C:4]1[C:12]2[N:11]=[C:10]3[N:13]([C:17]4[CH:22]=[CH:21][C:20]([Cl:23])=[CH:19][C:18]=4[C:24]([F:27])([F:26])[F:25])[CH2:14][CH2:15][CH2:16][N:9]3[C:8]=2[C:7]([C:28]([OH:33])([CH2:31][CH3:32])[CH2:29][CH3:30])=[CH:6][CH:5]=1.[CH3:34]I, predict the reaction product. (6) Given the reactants O([C:8]([NH:10][C:11]1[CH:16]=[C:15]([O:17][C:18]2[C:23]([F:24])=[CH:22][C:21]([NH:25][C:26]([C:28]3([C:31]([O:33][CH2:34][C:35]4[CH:40]=[CH:39][CH:38]=[CH:37][CH:36]=4)=[O:32])[CH2:30][CH2:29]3)=[O:27])=[C:20]([F:41])[CH:19]=2)[CH:14]=[CH:13][N:12]=1)=[O:9])C1C=CC=CC=1.Cl.[OH:43][CH:44]1[CH2:47][NH:46][CH2:45]1.C(=O)([O-])O.[Na+], predict the reaction product. The product is: [F:41][C:20]1[CH:19]=[C:18]([O:17][C:15]2[CH:14]=[CH:13][N:12]=[C:11]([NH:10][C:8]([N:46]3[CH2:47][CH:44]([OH:43])[CH2:45]3)=[O:9])[CH:16]=2)[C:23]([F:24])=[CH:22][C:21]=1[NH:25][C:26]([C:28]1([C:31]([O:33][CH2:34][C:35]2[CH:36]=[CH:37][CH:38]=[CH:39][CH:40]=2)=[O:32])[CH2:29][CH2:30]1)=[O:27]. (7) The product is: [F:3][C:4]1[C:9]([C:10]2[N:14]([S:45]([C:42]3[CH:43]=[CH:44][S:40][CH:41]=3)(=[O:47])=[O:46])[CH:13]=[C:12]([CH2:15][N:16]([CH3:24])[C:17](=[O:23])[O:18][C:19]([CH3:20])([CH3:21])[CH3:22])[CH:11]=2)=[CH:8][CH:7]=[CH:6][N:5]=1. Given the reactants [H-].[Na+].[F:3][C:4]1[C:9]([C:10]2[NH:14][CH:13]=[C:12]([CH2:15][N:16]([CH3:24])[C:17](=[O:23])[O:18][C:19]([CH3:22])([CH3:21])[CH3:20])[CH:11]=2)=[CH:8][CH:7]=[CH:6][N:5]=1.C1OCCOCCOCCOCCOC1.[S:40]1[CH:44]=[CH:43][C:42]([S:45](Cl)(=[O:47])=[O:46])=[CH:41]1, predict the reaction product.